This data is from Forward reaction prediction with 1.9M reactions from USPTO patents (1976-2016). The task is: Predict the product of the given reaction. (1) Given the reactants [C:1]1([NH:7][C:8]2[CH:13]=[CH:12][CH:11]=[CH:10][CH:9]=2)[CH:6]=[CH:5][CH:4]=[CH:3][CH:2]=1.Br[CH2:15][CH2:16][CH2:17][CH2:18][CH2:19][CH3:20].C1(C)C=CC=CC=1.[NH2-].[Na+], predict the reaction product. The product is: [CH2:15]([N:7]([C:1]1[CH:2]=[CH:3][CH:4]=[CH:5][CH:6]=1)[C:8]1[CH:9]=[CH:10][CH:11]=[CH:12][CH:13]=1)[CH2:16][CH2:17][CH2:18][CH2:19][CH3:20]. (2) The product is: [Cl:9][C:10]1[CH:11]=[C:12]([O:31][CH2:2][C:3]2[S:7][N:6]=[C:5]([CH3:8])[N:4]=2)[CH:13]=[CH:14][C:15]=1[CH:16]([CH3:30])[C:17]([C:22]1[CH:27]=[N:26][C:25]([CH3:28])=[CH:24][N:23]=1)([OH:29])[C:18]([F:19])([F:21])[F:20]. Given the reactants Cl[CH2:2][C:3]1[S:7][N:6]=[C:5]([CH3:8])[N:4]=1.[Cl:9][C:10]1[CH:11]=[C:12]([OH:31])[CH:13]=[CH:14][C:15]=1[CH:16]([CH3:30])[C:17]([OH:29])([C:22]1[CH:27]=[N:26][C:25]([CH3:28])=[CH:24][N:23]=1)[C:18]([F:21])([F:20])[F:19], predict the reaction product. (3) Given the reactants [CH3:1][O:2][C:3](=[O:22])[C:4]1[CH:9]=[C:8]([S:10][C:11]2[C:19]3[C:14](=[CH:15][C:16]([Cl:20])=[CH:17][CH:18]=3)[NH:13][C:12]=2[CH3:21])[CH:7]=[N:6][CH:5]=1.Br[C:24]1[CH:25]=[N:26][N:27]([CH2:29][CH3:30])[CH:28]=1, predict the reaction product. The product is: [CH3:1][O:2][C:3](=[O:22])[C:4]1[CH:9]=[C:8]([S:10][C:11]2[C:19]3[C:14](=[CH:15][C:16]([Cl:20])=[CH:17][CH:18]=3)[N:13]([C:24]3[CH:25]=[N:26][N:27]([CH2:29][CH3:30])[CH:28]=3)[C:12]=2[CH3:21])[CH:7]=[N:6][CH:5]=1. (4) Given the reactants Cl[C:2]1[C:11]([CH3:12])=[C:10]([Cl:13])[C:9]2[C:4](=[CH:5][C:6]([F:15])=[CH:7][C:8]=2[F:14])[N:3]=1.[Cl:16][C:17]1[CH:22]=[CH:21][N:20]=[C:19]([Sn](CCCC)(CCCC)CCCC)[CH:18]=1, predict the reaction product. The product is: [Cl:13][C:10]1[C:9]2[C:4](=[CH:5][C:6]([F:15])=[CH:7][C:8]=2[F:14])[N:3]=[C:2]([C:19]2[CH:18]=[C:17]([Cl:16])[CH:22]=[CH:21][N:20]=2)[C:11]=1[CH3:12]. (5) Given the reactants [F:1][C:2]1[C:3]([CH2:14][N:15]([CH3:23])[C:16](=[O:22])[O:17][C:18]([CH3:21])([CH3:20])[CH3:19])=[CH:4][NH:5][C:6]=1[C:7]1[C:8]([F:13])=[N:9][CH:10]=[CH:11][CH:12]=1.[H-].[Na+].C1OCCOCCOCCOCCOC1.[N:41]1([S:47](Cl)(=[O:49])=[O:48])[CH2:46][CH2:45][CH2:44][CH2:43][CH2:42]1, predict the reaction product. The product is: [F:1][C:2]1[C:3]([CH2:14][N:15]([CH3:23])[C:16](=[O:22])[O:17][C:18]([CH3:19])([CH3:20])[CH3:21])=[CH:4][N:5]([S:47]([N:41]2[CH2:46][CH2:45][CH2:44][CH2:43][CH2:42]2)(=[O:49])=[O:48])[C:6]=1[C:7]1[C:8]([F:13])=[N:9][CH:10]=[CH:11][CH:12]=1. (6) Given the reactants [C:1]([C:3]1[CH:4]=[N:5][N:6]2[C:11]([C:12]([F:15])([F:14])[F:13])=[CH:10][C:9]([C:16]3[CH:21]=[CH:20][CH:19]=[C:18]([C:22]([F:25])([F:24])[F:23])[CH:17]=3)=[N:8][C:7]=12)#[CH:2].Br[C:27]1[S:31][C:30]([S:32]([NH2:35])(=[O:34])=[O:33])=[CH:29][CH:28]=1, predict the reaction product. The product is: [F:15][C:12]([F:14])([F:13])[C:11]1[N:6]2[N:5]=[CH:4][C:3]([C:1]#[C:2][C:27]3[S:31][C:30]([S:32]([NH2:35])(=[O:34])=[O:33])=[CH:29][CH:28]=3)=[C:7]2[N:8]=[C:9]([C:16]2[CH:21]=[CH:20][CH:19]=[C:18]([C:22]([F:25])([F:24])[F:23])[CH:17]=2)[CH:10]=1.